Dataset: Forward reaction prediction with 1.9M reactions from USPTO patents (1976-2016). Task: Predict the product of the given reaction. (1) The product is: [Cl:1][C:2]1[CH:10]=[CH:9][C:8]2[N:7](/[CH:33]=[C:34](/[C:39]3[CH:44]=[CH:43][N:42]=[CH:41][CH:40]=3)\[C:35]([CH3:38])([CH3:36])[CH3:37])[C:6]3[CH2:11][CH2:12][N:13]([CH3:15])[CH2:14][C:5]=3[C:4]=2[CH:3]=1. Given the reactants [Cl:1][C:2]1[CH:10]=[CH:9][C:8]2[NH:7][C:6]3[CH2:11][CH2:12][N:13]([CH3:15])[CH2:14][C:5]=3[C:4]=2[CH:3]=1.P([O-])([O-])([O-])=O.[K+].[K+].[K+].N1CCC[C@H]1C(O)=O.Br[CH:33]=[C:34]([C:39]1[CH:44]=[CH:43][N:42]=[CH:41][CH:40]=1)[C:35]([CH3:38])([CH3:37])[CH3:36], predict the reaction product. (2) Given the reactants [F:1][C:2]1([F:41])[O:6][C:5]2[CH:7]=[CH:8][C:9]([C:11]3([C:14]([NH:16][C:17]4[CH:18]=[C:19]5[C:23](=[CH:24][C:25]=4[F:26])[N:22]([CH2:27][C@@H:28]4[CH2:32][O:31]C(C)(C)[O:29]4)[C:21]([C:35]([CH3:40])([CH2:37][CH2:38][OH:39])[CH3:36])=[CH:20]5)=[O:15])[CH2:13][CH2:12]3)=[CH:10][C:4]=2[O:3]1.FC1(F)OC2C=CC(C3(C(NC4C=C5C(=CC=4F)NC(C(C)(CCO)C)=C5)=O)CC3)=CC=2O1.CC1C=CC(S(O)(=O)=O)=CC=1.O, predict the reaction product. The product is: [F:41][C:2]1([F:1])[O:6][C:5]2[CH:7]=[CH:8][C:9]([C:11]3([C:14]([NH:16][C:17]4[CH:18]=[C:19]5[C:23](=[CH:24][C:25]=4[F:26])[N:22]([CH2:27][C@@H:28]([OH:29])[CH2:32][OH:31])[C:21]([C:35]([CH3:36])([CH2:37][CH2:38][OH:39])[CH3:40])=[CH:20]5)=[O:15])[CH2:12][CH2:13]3)=[CH:10][C:4]=2[O:3]1. (3) Given the reactants [N:1]([C:4]1[CH:5]=[C:6]2[C@@:17]3([CH2:22][CH2:21][O:20][C:19]([NH2:23])=[N:18]3)[C:16]3[C:11](=[N:12][CH:13]=[C:14]([Br:24])[CH:15]=3)[O:10][C:7]2=[CH:8][CH:9]=1)=[N+]=[N-].[B-].[Na+].[BH4-].[Na+].O, predict the reaction product. The product is: [Br:24][C:14]1[CH:15]=[C:16]2[C@:17]3([CH2:22][CH2:21][O:20][C:19]([NH2:23])=[N:18]3)[C:6]3[C:7](=[CH:8][CH:9]=[C:4]([NH2:1])[CH:5]=3)[O:10][C:11]2=[N:12][CH:13]=1. (4) Given the reactants [CH:1]([N:4]1[C:12]2[C:7](=[CH:8][CH:9]=[C:10]([NH2:13])[CH:11]=2)[C:6]([C:14]2[CH:19]=[CH:18][C:17]([C:20]#[N:21])=[C:16]([F:22])[CH:15]=2)=[CH:5]1)([CH3:3])[CH3:2].C(N(CC)CC)C.[CH:30]([S:33](Cl)(=O)=[O:34])([CH3:32])[CH3:31], predict the reaction product. The product is: [C:20]([C:17]1[CH:18]=[CH:19][C:14]([C:6]2[C:7]3[C:12](=[CH:11][C:10]([NH:13][S:33]([CH:30]([CH3:32])[CH3:31])=[O:34])=[CH:9][CH:8]=3)[N:4]([CH:1]([CH3:3])[CH3:2])[CH:5]=2)=[CH:15][C:16]=1[F:22])#[N:21]. (5) The product is: [Br:10][CH2:7][C:6]1[N:5]([CH3:9])[CH:4]=[N:3][C:2]=1[Cl:1]. Given the reactants [Cl:1][C:2]1[N:3]=[CH:4][N:5]([CH3:9])[C:6]=1[CH2:7]O.[Br:10]P(Br)Br, predict the reaction product. (6) Given the reactants [Br:1][C:2]1[CH:7]=[CH:6][CH:5]=[CH:4][C:3]=1F.[S:9]1[CH2:14][CH2:13][CH:12]([OH:15])[CH2:11][CH2:10]1.[H-].[Na+], predict the reaction product. The product is: [Br:1][C:2]1[CH:7]=[CH:6][CH:5]=[CH:4][C:3]=1[O:15][CH:12]1[CH2:13][CH2:14][S:9][CH2:10][CH2:11]1. (7) Given the reactants [NH2:1][CH2:2][C:3]1[CH:18]=[CH:17][C:6]([N:7]([C:9]2[CH:14]=[CH:13][C:12]([O:15][CH3:16])=[CH:11][CH:10]=2)[CH3:8])=[CH:5][CH:4]=1.[N:19]1[CH:24]=[C:23]([C:25]([NH:27][C:28]2([C:31](O)=[O:32])[CH2:30][CH2:29]2)=[O:26])[CH:22]=[N:21][CH:20]=1, predict the reaction product. The product is: [CH3:16][O:15][C:12]1[CH:13]=[CH:14][C:9]([N:7]([CH3:8])[C:6]2[CH:5]=[CH:4][C:3]([CH2:2][NH:1][C:31]([C:28]3([NH:27][C:25]([C:23]4[CH:22]=[N:21][CH:20]=[N:19][CH:24]=4)=[O:26])[CH2:30][CH2:29]3)=[O:32])=[CH:18][CH:17]=2)=[CH:10][CH:11]=1.